From a dataset of Forward reaction prediction with 1.9M reactions from USPTO patents (1976-2016). Predict the product of the given reaction. (1) Given the reactants [Br:1]Br.[CH2:3]([O:10][CH2:11][C:12]([C:14]1[CH:19]=[CH:18][CH:17]=[CH:16][CH:15]=1)=[O:13])[C:4]1[CH:9]=[CH:8][CH:7]=[CH:6][CH:5]=1, predict the reaction product. The product is: [Br:1][CH:11]([O:10][CH2:3][C:4]1[CH:5]=[CH:6][CH:7]=[CH:8][CH:9]=1)[C:12]([C:14]1[CH:19]=[CH:18][CH:17]=[CH:16][CH:15]=1)=[O:13]. (2) Given the reactants [NH2:1][C@@H:2]([CH3:5])[CH2:3][OH:4].[CH:6](=O)[C:7]1[CH:12]=[CH:11][CH:10]=[CH:9][CH:8]=1, predict the reaction product. The product is: [CH2:6]([NH:1][CH:2]([CH3:5])[CH2:3][OH:4])[C:7]1[CH:12]=[CH:11][CH:10]=[CH:9][CH:8]=1.